The task is: Regression. Given a peptide amino acid sequence and an MHC pseudo amino acid sequence, predict their binding affinity value. This is MHC class II binding data.. This data is from Peptide-MHC class II binding affinity with 134,281 pairs from IEDB. (1) The peptide sequence is DLFNRDKNEAILQFG. The MHC is DRB1_0101 with pseudo-sequence DRB1_0101. The binding affinity (normalized) is 0.463. (2) The peptide sequence is DVVPEKYTIGATYAP. The MHC is HLA-DPA10201-DPB11401 with pseudo-sequence HLA-DPA10201-DPB11401. The binding affinity (normalized) is 0.341. (3) The peptide sequence is RMAEAEMVIHHQHVQ. The MHC is DRB4_0103 with pseudo-sequence DRB4_0103. The binding affinity (normalized) is 0.674. (4) The peptide sequence is SYFVGKMYFNLID. The MHC is H-2-IAd with pseudo-sequence H-2-IAd. The binding affinity (normalized) is 0.362.